This data is from NCI-60 drug combinations with 297,098 pairs across 59 cell lines. The task is: Regression. Given two drug SMILES strings and cell line genomic features, predict the synergy score measuring deviation from expected non-interaction effect. (1) Drug 1: CC1=C2C(C(=O)C3(C(CC4C(C3C(C(C2(C)C)(CC1OC(=O)C(C(C5=CC=CC=C5)NC(=O)C6=CC=CC=C6)O)O)OC(=O)C7=CC=CC=C7)(CO4)OC(=O)C)O)C)OC(=O)C. Drug 2: CC12CCC3C(C1CCC2O)C(CC4=C3C=CC(=C4)O)CCCCCCCCCS(=O)CCCC(C(F)(F)F)(F)F. Cell line: OVCAR-4. Synergy scores: CSS=0.440, Synergy_ZIP=-0.333, Synergy_Bliss=-1.63, Synergy_Loewe=-2.66, Synergy_HSA=-2.29. (2) Drug 1: CCC1(CC2CC(C3=C(CCN(C2)C1)C4=CC=CC=C4N3)(C5=C(C=C6C(=C5)C78CCN9C7C(C=CC9)(C(C(C8N6C)(C(=O)OC)O)OC(=O)C)CC)OC)C(=O)OC)O. Drug 2: CC1(CCCN1)C2=NC3=C(C=CC=C3N2)C(=O)N. Cell line: T-47D. Synergy scores: CSS=24.7, Synergy_ZIP=-4.87, Synergy_Bliss=-5.79, Synergy_Loewe=-80.4, Synergy_HSA=-7.60. (3) Drug 1: CC1=C(C=C(C=C1)NC2=NC=CC(=N2)N(C)C3=CC4=NN(C(=C4C=C3)C)C)S(=O)(=O)N.Cl. Drug 2: CCC1(C2=C(COC1=O)C(=O)N3CC4=CC5=C(C=CC(=C5CN(C)C)O)N=C4C3=C2)O.Cl. Cell line: U251. Synergy scores: CSS=38.6, Synergy_ZIP=-6.44, Synergy_Bliss=-3.19, Synergy_Loewe=-16.1, Synergy_HSA=-1.08. (4) Drug 1: CC1=C(N=C(N=C1N)C(CC(=O)N)NCC(C(=O)N)N)C(=O)NC(C(C2=CN=CN2)OC3C(C(C(C(O3)CO)O)O)OC4C(C(C(C(O4)CO)O)OC(=O)N)O)C(=O)NC(C)C(C(C)C(=O)NC(C(C)O)C(=O)NCCC5=NC(=CS5)C6=NC(=CS6)C(=O)NCCC[S+](C)C)O. Drug 2: CC(C)NC(=O)C1=CC=C(C=C1)CNNC.Cl. Cell line: NCI-H226. Synergy scores: CSS=16.4, Synergy_ZIP=0.225, Synergy_Bliss=2.83, Synergy_Loewe=-5.58, Synergy_HSA=3.31. (5) Drug 1: C1CC(=O)NC(=O)C1N2CC3=C(C2=O)C=CC=C3N. Drug 2: CC1CCCC2(C(O2)CC(NC(=O)CC(C(C(=O)C(C1O)C)(C)C)O)C(=CC3=CSC(=N3)C)C)C. Cell line: NCI-H226. Synergy scores: CSS=3.18, Synergy_ZIP=-1.52, Synergy_Bliss=-0.940, Synergy_Loewe=-1.04, Synergy_HSA=-0.724. (6) Drug 1: C1CC(=O)NC(=O)C1N2C(=O)C3=CC=CC=C3C2=O. Drug 2: C(CN)CNCCSP(=O)(O)O. Cell line: TK-10. Synergy scores: CSS=34.1, Synergy_ZIP=7.65, Synergy_Bliss=11.1, Synergy_Loewe=-25.5, Synergy_HSA=9.12. (7) Drug 1: COC1=CC(=CC(=C1O)OC)C2C3C(COC3=O)C(C4=CC5=C(C=C24)OCO5)OC6C(C(C7C(O6)COC(O7)C8=CC=CS8)O)O. Drug 2: C1=CC(=CC=C1CC(C(=O)O)N)N(CCCl)CCCl.Cl. Cell line: COLO 205. Synergy scores: CSS=58.8, Synergy_ZIP=3.79, Synergy_Bliss=5.56, Synergy_Loewe=-3.06, Synergy_HSA=5.72.